This data is from Reaction yield outcomes from USPTO patents with 853,638 reactions. The task is: Predict the reaction yield, written as a fraction of the theoretical maximum amount of product (1.0 means a 100% yield; for example, 0.34 means a 34% yield). The reactants are N(C(C)C)C(C)C.[Li]CCCC.[Li+].CC([N-]C(C)C)C.[C:21]([O:24][C:25]([CH3:28])([CH3:27])[CH3:26])(=[O:23])[CH3:22].[CH:29]([C:31]1[CH:40]=[CH:39][C:34]([C:35]([O:37][CH3:38])=[O:36])=[CH:33][CH:32]=1)=O.ClC1N=C(OC)N=C(OC)N=1.[NH4+].[Cl-]. The catalyst is C1COCC1.CCOC(C)=O. The product is [C:25]([O:24][C:21]([CH:22]=[CH:29][C:31]1[CH:40]=[CH:39][C:34]([C:35]([O:37][CH3:38])=[O:36])=[CH:33][CH:32]=1)=[O:23])([CH3:28])([CH3:27])[CH3:26]. The yield is 0.490.